This data is from Blood-brain barrier permeability classification from the B3DB database. The task is: Regression/Classification. Given a drug SMILES string, predict its absorption, distribution, metabolism, or excretion properties. Task type varies by dataset: regression for continuous measurements (e.g., permeability, clearance, half-life) or binary classification for categorical outcomes (e.g., BBB penetration, CYP inhibition). Dataset: b3db_classification. (1) The drug is C[C@@]1(Cn2ccnn2)[C@@H](C(=O)O)N2C(=O)C[C@@H]2S1(=O)=O. The result is 0 (does not penetrate BBB). (2) The compound is CC(C)NC[C@@H](O)COc1ccc(CC(N)=O)cc1. The result is 0 (does not penetrate BBB). (3) The molecule is O=C(CCBr)N1CCN(C(=O)CCBr)CC1. The result is 0 (does not penetrate BBB). (4) The molecule is COc1ccccc1CCCNC(=O)CSCc1ccc(Cl)cc1. The result is 1 (penetrates BBB). (5) The drug is CC(Cc1ccccc1)NC(C#N)c1ccccc1. The result is 1 (penetrates BBB). (6) The result is 0 (does not penetrate BBB). The drug is CC(=O)OCC1=C(C(=O)O)N2C(=O)C(NC(=O)[C@@H](N)c3ccccc3)[C@@H]2SC1.